From a dataset of Catalyst prediction with 721,799 reactions and 888 catalyst types from USPTO. Predict which catalyst facilitates the given reaction. (1) Reactant: [N:1]([CH2:4][C@@H:5]1[CH2:7][C@H:6]1[CH2:8][N:9]1[CH2:14][CH2:13][N:12]([C:15]2[C:16]3[CH:23]=[CH:22][C:21]([C:24]([F:27])([F:26])[F:25])=[CH:20][C:17]=3[S:18][CH:19]=2)[CH2:11][CH2:10]1)=[N+]=[N-].C1C=CC(P(C2C=CC=CC=2)C2C=CC=CC=2)=CC=1.O. Product: [F:26][C:24]([F:25])([F:27])[C:21]1[CH:22]=[CH:23][C:16]2[C:15]([N:12]3[CH2:13][CH2:14][N:9]([CH2:8][C@@H:6]4[CH2:7][C@H:5]4[CH2:4][NH2:1])[CH2:10][CH2:11]3)=[CH:19][S:18][C:17]=2[CH:20]=1. The catalyst class is: 1. (2) Reactant: [CH2:1]([N:3]([CH2:26][CH3:27])[C:4](=[O:25])[CH:5]([CH2:13][CH2:14][O:15][CH2:16][CH2:17][O:18][CH2:19][CH2:20][O:21][CH2:22][CH2:23]O)[C:6]([N:8]([CH2:11][CH3:12])[CH2:9][CH3:10])=[O:7])[CH3:2].P(Br)(Br)[Br:29].O. Product: [CH2:1]([N:3]([CH2:26][CH3:27])[C:4](=[O:25])[CH:5]([CH2:13][CH2:14][O:15][CH2:16][CH2:17][O:18][CH2:19][CH2:20][O:21][CH2:22][CH2:23][Br:29])[C:6]([N:8]([CH2:11][CH3:12])[CH2:9][CH3:10])=[O:7])[CH3:2]. The catalyst class is: 2. (3) Reactant: C1(C)C=CC=CC=1.[C:8]([O:12][C:13]([NH:15][C:16]1[CH:17]=[C:18]2[C:23](=[CH:24][CH:25]=1)[O:22][CH:21](O)[CH2:20][CH2:19]2)=[O:14])([CH3:11])([CH3:10])[CH3:9].[C:27]([CH:32]=P(C1C=CC=CC=1)(C1C=CC=CC=1)C1C=CC=CC=1)([O:29][CH2:30][CH3:31])=[O:28].[O-]CC.[Na+]. Product: [C:8]([O:12][C:13]([NH:15][C:16]1[CH:17]=[C:18]2[C:23](=[CH:24][CH:25]=1)[O:22][CH:21]([CH2:32][C:27]([O:29][CH2:30][CH3:31])=[O:28])[CH2:20][CH2:19]2)=[O:14])([CH3:11])([CH3:10])[CH3:9]. The catalyst class is: 11.